Dataset: Forward reaction prediction with 1.9M reactions from USPTO patents (1976-2016). Task: Predict the product of the given reaction. (1) Given the reactants CN(C(ON1N=NC2C=CC=NC1=2)=[N+](C)C)C.F[P-](F)(F)(F)(F)F.[C:25]([O:29][C:30]([NH:32][CH2:33][C:34]1([C:49]([OH:51])=O)[CH2:39][CH2:38][N:37]([C:40]2[C:41]3[CH:48]=[CH:47][NH:46][C:42]=3[N:43]=[CH:44][N:45]=2)[CH2:36][CH2:35]1)=[O:31])([CH3:28])([CH3:27])[CH3:26].CCN(C(C)C)C(C)C.[NH2:61][C:62]1[S:66][N:65]=[C:64]([CH3:67])[N:63]=1, predict the reaction product. The product is: [CH3:67][C:64]1[N:63]=[C:62]([NH:61][C:49]([C:34]2([CH2:33][NH:32][C:30](=[O:31])[O:29][C:25]([CH3:28])([CH3:27])[CH3:26])[CH2:39][CH2:38][N:37]([C:40]3[C:41]4[CH:48]=[CH:47][NH:46][C:42]=4[N:43]=[CH:44][N:45]=3)[CH2:36][CH2:35]2)=[O:51])[S:66][N:65]=1. (2) Given the reactants [CH2:1]([N:8]1[CH2:12][CH:11]([C:13]2[CH:18]=[CH:17][C:16]([F:19])=[C:15]([F:20])[CH:14]=2)[CH:10]([C:21](O)=[O:22])[CH2:9]1)[C:2]1[CH:7]=[CH:6][CH:5]=[CH:4][CH:3]=1.C(N(CC)CC)C.C(Cl)(=O)C(C)(C)C.[CH2:38]([C@H:45]1[CH2:49][O:48][C:47](=[O:50])[NH:46]1)[C:39]1[CH:44]=[CH:43][CH:42]=[CH:41][CH:40]=1.[Cl-].[Li+], predict the reaction product. The product is: [CH2:38]([C@H:45]1[CH2:49][O:48][C:47](=[O:50])[N:46]1[C:21]([C@@H:10]1[C@@H:11]([C:13]2[CH:18]=[CH:17][C:16]([F:19])=[C:15]([F:20])[CH:14]=2)[CH2:12][N:8]([CH2:1][C:2]2[CH:7]=[CH:6][CH:5]=[CH:4][CH:3]=2)[CH2:9]1)=[O:22])[C:39]1[CH:40]=[CH:41][CH:42]=[CH:43][CH:44]=1. (3) Given the reactants [F:1][C:2]1[C:3]([CH2:8][O:9][C:10]2[CH:11]=[CH:12][C:13]([CH3:29])=[C:14]([N:16]3[CH2:21][C:20]4[C:22]([O:26]C)=[N:23][CH:24]=[CH:25][C:19]=4[NH:18][C:17]3=[O:28])[CH:15]=2)=[N:4][CH:5]=[CH:6][CH:7]=1.C[Si](I)(C)C.CS(C)=O.O, predict the reaction product. The product is: [F:1][C:2]1[C:3]([CH2:8][O:9][C:10]2[CH:11]=[CH:12][C:13]([CH3:29])=[C:14]([N:16]3[CH2:21][C:20]4[C:22](=[O:26])[NH:23][CH:24]=[CH:25][C:19]=4[NH:18][C:17]3=[O:28])[CH:15]=2)=[N:4][CH:5]=[CH:6][CH:7]=1. (4) Given the reactants [Br:1][C:2]1[CH:8]=[CH:7][C:5]([NH2:6])=[C:4]([F:9])[C:3]=1[F:10].Cl[C:12](Cl)([O:14]C(=O)OC(Cl)(Cl)Cl)Cl.CCN(C(C)C)C(C)C.[CH:32]1([C:35]([N:37]2[CH2:41][CH2:40][C@@H:39]([CH2:42][C:43]([NH:45][NH2:46])=[O:44])[CH2:38]2)=[O:36])[CH2:34][CH2:33]1, predict the reaction product. The product is: [Br:1][C:2]1[CH:8]=[CH:7][C:5]([NH:6][C:12]([NH:46][NH:45][C:43](=[O:44])[CH2:42][C@@H:39]2[CH2:40][CH2:41][N:37]([C:35]([CH:32]3[CH2:34][CH2:33]3)=[O:36])[CH2:38]2)=[O:14])=[C:4]([F:9])[C:3]=1[F:10]. (5) The product is: [F:12][C:7]1[CH:8]=[C:9]2[C:4](=[CH:5][CH:6]=1)[N:3]=[C:2]([N:13]1[CH2:19][CH2:18][CH2:17][NH:16][CH2:15][CH2:14]1)[CH:11]=[CH:10]2. Given the reactants Cl[C:2]1[CH:11]=[CH:10][C:9]2[C:4](=[CH:5][CH:6]=[C:7]([F:12])[CH:8]=2)[N:3]=1.[NH:13]1[CH2:19][CH2:18][CH2:17][NH:16][CH2:15][CH2:14]1, predict the reaction product. (6) Given the reactants [CH2:1]([NH:4][C:5]1[C:9]2[CH:10]=[CH:11][CH:12]=[CH:13][C:8]=2[S:7][C:6]=1[C:14]([N:16]1[CH2:22][C:21]2[CH:23]=[CH:24][C:25]([C:27]([O:29]C)=O)=[CH:26][C:20]=2[O:19][CH2:18][CH2:17]1)=[O:15])[CH2:2][CH3:3].[OH-:31].[Na+].[NH2:33]O, predict the reaction product. The product is: [OH:31][NH:33][C:27]([C:25]1[CH:24]=[CH:23][C:21]2[CH2:22][N:16]([C:14]([C:6]3[S:7][C:8]4[CH:13]=[CH:12][CH:11]=[CH:10][C:9]=4[C:5]=3[NH:4][CH2:1][CH2:2][CH3:3])=[O:15])[CH2:17][CH2:18][O:19][C:20]=2[CH:26]=1)=[O:29]. (7) Given the reactants C([N-]C(C)C)(C)C.[Li+].[C:9]([N:12]1[CH2:17][CH2:16][O:15][CH2:14][CH2:13]1)(=[O:11])[CH3:10].[Br:18][C:19]1[C:20]([OH:28])=[C:21]([C:24](OC)=[O:25])[S:22][CH:23]=1, predict the reaction product. The product is: [Br:18][C:19]1[C:20]([OH:28])=[C:21]([C:24](=[O:25])[CH2:10][C:9]([N:12]2[CH2:17][CH2:16][O:15][CH2:14][CH2:13]2)=[O:11])[S:22][CH:23]=1. (8) Given the reactants [NH2:1][C:2]1[CH:10]=[CH:9][C:5]([C@@H:6]([NH2:8])[CH3:7])=[CH:4][CH:3]=1.C([O:15][C:16]([C:18]1[CH:23]=[CH:22][CH:21]=[CH:20][C:19]=1[C:24]1[CH:29]=[CH:28][C:27]([CH2:30][N:31]2[C:39]3[C:34](=[CH:35][C:36]([C:40](O)=[O:41])=[CH:37][CH:38]=3)[C:33]([CH3:43])=[C:32]2[CH3:44])=[CH:26][CH:25]=1)=[O:17])(C)(C)C, predict the reaction product. The product is: [NH2:1][C:2]1[CH:10]=[CH:9][C:5]([C@@H:6]([NH:8][C:40]([C:36]2[CH:35]=[C:34]3[C:39](=[CH:38][CH:37]=2)[N:31]([CH2:30][C:27]2[CH:26]=[CH:25][C:24]([C:19]4[C:18]([C:16]([OH:17])=[O:15])=[CH:23][CH:22]=[CH:21][CH:20]=4)=[CH:29][CH:28]=2)[C:32]([CH3:44])=[C:33]3[CH3:43])=[O:41])[CH3:7])=[CH:4][CH:3]=1. (9) Given the reactants [C:1]([C:3]1[N:8]=[CH:7][C:6]([S:9]([NH:12][CH3:13])(=[O:11])=[O:10])=[CH:5][CH:4]=1)#[N:2], predict the reaction product. The product is: [NH2:2][CH2:1][C:3]1[N:8]=[CH:7][C:6]([S:9]([NH:12][CH3:13])(=[O:10])=[O:11])=[CH:5][CH:4]=1. (10) Given the reactants [N:1]1[CH:6]=[CH:5][CH:4]=[C:3]([CH2:7][CH2:8][C:9]2[C:18]3[C:13](=[CH:14][CH:15]=[CH:16][CH:17]=3)[C:12](=O)[NH:11][N:10]=2)[CH:2]=1.P(Cl)(Cl)([Cl:22])=O.Cl, predict the reaction product. The product is: [Cl:22][C:12]1[C:13]2[C:18](=[CH:17][CH:16]=[CH:15][CH:14]=2)[C:9]([CH2:8][CH2:7][C:3]2[CH:2]=[N:1][CH:6]=[CH:5][CH:4]=2)=[N:10][N:11]=1.